Dataset: Forward reaction prediction with 1.9M reactions from USPTO patents (1976-2016). Task: Predict the product of the given reaction. (1) Given the reactants [Cl:1][C:2]1[S:6][C:5]([C:7]([NH:9][CH2:10][CH:11]=[CH2:12])=[O:8])=[C:4]([Si:13]([CH3:16])([CH3:15])[CH3:14])[CH:3]=1.[CH3:17][S:18](=S)(OC)=O.C(N(SC)C(C1SC=CC=1[Si](C)(C)C)=O)C, predict the reaction product. The product is: [Cl:1][C:2]1[S:6][C:5]([C:7]([N:9]([S:18][CH3:17])[CH2:10][CH:11]=[CH2:12])=[O:8])=[C:4]([Si:13]([CH3:14])([CH3:16])[CH3:15])[CH:3]=1. (2) The product is: [F:16][C:14]1[CH:13]=[CH:12][C:11]([C:17]([F:20])([F:19])[F:18])=[C:10]([NH:9][C:6]2[CH:5]=[CH:4][C:3]([CH2:2][NH:1][C:35]([C@:30]3([NH:29][C:27]([C:25]4[CH:24]=[N:23][CH:22]=[N:21][CH:26]=4)=[O:28])[CH2:34][CH2:33][O:32][CH2:31]3)=[O:36])=[N:8][CH:7]=2)[CH:15]=1. Given the reactants [NH2:1][CH2:2][C:3]1[N:8]=[CH:7][C:6]([NH:9][C:10]2[CH:15]=[C:14]([F:16])[CH:13]=[CH:12][C:11]=2[C:17]([F:20])([F:19])[F:18])=[CH:5][CH:4]=1.[N:21]1[CH:26]=[C:25]([C:27]([NH:29][C@@:30]2([C:35](O)=[O:36])[CH2:34][CH2:33][O:32][CH2:31]2)=[O:28])[CH:24]=[N:23][CH:22]=1, predict the reaction product. (3) Given the reactants C[O:2][C:3]([C@@H:5]1[CH2:9][C@@H:8]([S:10]([CH2:13][CH:14]2[CH2:16][CH2:15]2)(=[O:12])=[O:11])[CH2:7][N:6]1[C:17]1[N:18]([CH2:23][C:24]([F:27])([F:26])[F:25])[N:19]=[C:20]([CH3:22])[CH:21]=1)=[O:4].[OH-].[Li+], predict the reaction product. The product is: [CH:14]1([CH2:13][S:10]([C@H:8]2[CH2:7][N:6]([C:17]3[N:18]([CH2:23][C:24]([F:27])([F:25])[F:26])[N:19]=[C:20]([CH3:22])[CH:21]=3)[C@H:5]([C:3]([OH:4])=[O:2])[CH2:9]2)(=[O:11])=[O:12])[CH2:15][CH2:16]1. (4) Given the reactants [F:1][C:2]([F:16])([F:15])[C:3]1[CH:14]=[CH:13][C:6]2[S:7][C:8]([C:10]([OH:12])=O)=[CH:9][C:5]=2[CH:4]=1.Cl.C(N=C=NCCCN(C)C)C.[NH2:29][C:30]1[CH:35]=[CH:34][CH:33]=[CH:32][CH:31]=1, predict the reaction product. The product is: [C:30]1([NH:29][C:10]([C:8]2[S:7][C:6]3[CH:13]=[CH:14][C:3]([C:2]([F:1])([F:16])[F:15])=[CH:4][C:5]=3[CH:9]=2)=[O:12])[CH:35]=[CH:34][CH:33]=[CH:32][CH:31]=1. (5) Given the reactants [CH3:1][O:2][CH2:3][CH2:4][CH2:5][C:6]([OH:8])=[O:7].CN(C(ON1N=NC2C=CC=CC1=2)=[N+](C)C)C.[B-](F)(F)(F)F.[CH2:31]([C:35]1[CH:36]=[C:37]2[C:42](=[C:43]([O:45][CH:46]3[CH2:51][CH2:50][N:49]([CH2:52][CH2:53][CH2:54][CH2:55][NH2:56])[CH2:48][CH2:47]3)[CH:44]=1)[N:41]=[CH:40][CH:39]=[CH:38]2)[CH2:32][CH2:33][CH3:34].C(N(CC)CC)C, predict the reaction product. The product is: [CH:6]([OH:8])=[O:7].[CH2:31]([C:35]1[CH:36]=[C:37]2[C:42](=[C:43]([O:45][CH:46]3[CH2:51][CH2:50][N:49]([CH2:52][CH2:53][CH2:54][CH2:55][NH:56][C:6](=[O:8])[CH2:5][CH2:4][CH2:3][O:2][CH3:1])[CH2:48][CH2:47]3)[CH:44]=1)[N:41]=[CH:40][CH:39]=[CH:38]2)[CH2:32][CH2:33][CH3:34].